From a dataset of Reaction yield outcomes from USPTO patents with 853,638 reactions. Predict the reaction yield, written as a fraction of the theoretical maximum amount of product (1.0 means a 100% yield; for example, 0.34 means a 34% yield). The reactants are [CH3:1][C:2]1[O:6][N:5]=[C:4]([C:7]2[CH:12]=[CH:11][CH:10]=[CH:9][CH:8]=2)[C:3]=1[CH2:13][O:14][C:15]1[CH:23]=[CH:22][C:18]([C:19]([OH:21])=O)=[CH:17][N:16]=1.[NH2:24][CH:25]1[CH2:30][CH2:29][CH2:28][N:27]([CH2:31][CH3:32])[CH2:26]1. No catalyst specified. The product is [CH2:31]([N:27]1[CH2:28][CH2:29][CH2:30][CH:25]([NH:24][C:19](=[O:21])[C:18]2[CH:22]=[CH:23][C:15]([O:14][CH2:13][C:3]3[C:4]([C:7]4[CH:8]=[CH:9][CH:10]=[CH:11][CH:12]=4)=[N:5][O:6][C:2]=3[CH3:1])=[N:16][CH:17]=2)[CH2:26]1)[CH3:32]. The yield is 0.950.